From a dataset of Forward reaction prediction with 1.9M reactions from USPTO patents (1976-2016). Predict the product of the given reaction. (1) Given the reactants [H-].[H-].[H-].[H-].[Li+].[Al+3].C1COCC1.[CH3:12][C:13]([O:16][C:17]([NH:19][C@@H:20]([CH2:24][C:25]#[CH:26])[C:21](O)=[O:22])=[O:18])([CH3:15])[CH3:14], predict the reaction product. The product is: [OH:22][CH2:21][C@@H:20]([NH:19][C:17](=[O:18])[O:16][C:13]([CH3:14])([CH3:12])[CH3:15])[CH2:24][C:25]#[CH:26]. (2) Given the reactants C([O:8][C@@H:9]1[C@@H:17]([CH:18]([OH:23])[C:19]([F:22])([F:21])[F:20])[O:16][C@H:15]2[C@H:11]([N:12]=[C:13]([NH:24]C(=O)OC(C)(C)C)[S:14]2)[C@H:10]1[O:32]CC1C=CC=CC=1)C1C=CC=CC=1.B(Cl)(Cl)Cl.CO.[NH4+].[OH-], predict the reaction product. The product is: [NH2:24][C:13]1[S:14][C@H:15]2[O:16][C@H:17]([C@H:18]([OH:23])[C:19]([F:22])([F:21])[F:20])[C@@H:9]([OH:8])[C@H:10]([OH:32])[C@H:11]2[N:12]=1.